From a dataset of Experimentally validated miRNA-target interactions with 360,000+ pairs, plus equal number of negative samples. Binary Classification. Given a miRNA mature sequence and a target amino acid sequence, predict their likelihood of interaction. (1) The protein sequence of the target gene is MATFRNNHMKTKASVRKSFSEDVFQSVKSLLQSQKELCSVTAEDCLQQDEHANLTEVTFLGFNEETDAAHIQDLAAVSLELPDILNSLHFCSLNENEIICMKNINKPLDISSDPLNQSHPSGMLCVMRVSPTSPRLRIDFIFSLLSKYATGIRYTLDTFLHQKHQLETTDEDDDDTNQSVSSIEDDFVTAFEHLEEEETSKPYNDGMNITVLRSQCDAASQTVTGHHLETHDLKILISSGQQKSLAKPSTSSVNVLGHKELPSVKTSVTTSISEPWTQRSFYRSSNASDKDSDLQKTFFS.... The miRNA is hsa-miR-548ah-5p with sequence AAAAGUGAUUGCAGUGUUUG. Result: 1 (interaction). (2) The miRNA is hsa-miR-4492 with sequence GGGGCUGGGCGCGCGCC. The protein sequence of the target gene is MSLAGGRAPRKTAGNRLSGLLEAEEEDEFYQTTYGGFTEESGDDEYQGDQSDTEDEVDSDFDIDEGDEPSSDGEAEEPRRKRRVVTKAYKEPLKSLRPRKVNTPAGSSQKAREEKALLPLELQDDGSDSRKSMRQSTAEHTRQTFLRVQERQGQSRRRKGPHCERPLTQEELLREAKITEELNLRSLETYERLEADKKKQVHKKRKCPGPIITYHSVTVPLVGEPGPKEENVDIEGLDPAPSVSALTPHAGTGPVNPPARCSRTFITFSDDATFEEWFPQGRPPKVPVREVCPVTHRPAL.... Result: 0 (no interaction). (3) Result: 1 (interaction). The miRNA is hsa-miR-3622a-3p with sequence UCACCUGACCUCCCAUGCCUGU. The protein sequence of the target gene is MRRNSSLSFQMERPLEEQVQSKWSSSQGRTGTGGSDVLQMQNSEHHGQSIKTQTDSISLEDVAVNFTLEEWALLDPGQRNIYRDVMRATFKNLACIGEKWKDQDIEDEHKNQGRNLRSPMVEALCENKEDCPCGKSTSQIPDLNTNLETPTGLKPCDCSVCGEVFMHQVSLNRHMRSHTEQKPNECHEYGEKPHKCKECGKTFTRSSSIRTHERIHTGEKPYECKECGKAFAFLFSFRNHIRIHTGETPYECKECGKAFRYLTALRRHEKNHTGEKPYKCKQCGKAFIYYQPFLTHERTH.... (4) The miRNA is hsa-miR-365b-5p with sequence AGGGACUUUCAGGGGCAGCUGU. The protein sequence of the target gene is MDEDGGGEGGGVPEDLSLEEREELLDIRRRKKELIDDIERLKYEIAEVMTEIDNLTSVEESKTTQRNKQIAMGRKKFNMDPKKGIQFLIENDLLQSSPEDVAQFLYKGEGLNKTVIGDYLGERDEFNIKVLQAFVELHEFADLNLVQALRQFLWSFRLPGEAQKIDRMMEAFASRYCLCNPGVFQSTDTCYVLSFAIIMLNTSLHNHNVRDKPTAERFIAMNRGINEGGDLPEELLRNLYESIKNEPFKIPEDDGNDLTHTFFNPDREGWLLKLGGGRVKTWKRRWFILTDNCLYYFEYT.... Result: 0 (no interaction). (5) The miRNA is hsa-miR-214-3p with sequence ACAGCAGGCACAGACAGGCAGU. The protein sequence of the target gene is MAFMFTEHLLFLTLMMCSFSTCEESVSNYSEWAVFTDDIQWLKSQKIQDFKLNRRLHPNLYFDAGDIQTLKQKSRTSHLHIFRAIKSAVTIMLSNPSYYLPPPKHAEFAAKWNEIYGNNLPPLALYCLLCPEDKVAFEFVMEYMDRMVSYKDWLVENAPGDEVPVGHSLTGFATAFDFLYNLLGNQRKQKYLEKIWIVTEEMYEYSKIRSWGKQLLHNHQATNMIALLIGALVTGVDKGSKANIWKQVVVDVMEKTMFLLKHIVDGSLDEGVAYGSYTSKSVTQYVFLAQRHFNINNFDN.... Result: 0 (no interaction). (6) The miRNA is hsa-miR-548d-5p with sequence AAAAGUAAUUGUGGUUUUUGCC. The protein sequence of the target gene is MMPPPFMPPPGIPPPFPPMGLPPMSQRPPAIPPMPPGILPPMLPPMGAPPPLTQIPGMVPPMMPGMLMPAVPVTAATAPGADTASSAVAGTGPPRALWSEHVAPDGRIYYYNADDKQSVWEKPSVLKSKAELLLSQCPWKEYKSDTGKPYYYNNQSKESRWTRPKDLDDLEVLVKQEAAGKQQQQLPQTLQPQPPQPQPDPPPVPPGPTPVPTGLLEPEPGGSEDCDVLEATQPLEQGFLQQLEEGPSSSGQHQPQQEEEESKPEPERSGLSWSNREKAKQAFKELLRDKAVPSNASWEQ.... Result: 0 (no interaction). (7) The miRNA is hsa-miR-6790-5p with sequence GUGAGUGUGGAUUUGGCGGGGUU. The protein sequence of the target gene is MSQLRLLPSRLGVQAARLLAAHDVPVFGWRSRSSGPPATFPSSKGGGGSSYMEEMYFAWLENPQSVHKSWDSFFREASEEAFSGSAQPRPPSVVHESRSAVSSRTKTSKLVEDHLAVQSLIRAYQIRGHHVAQLDPLGILDADLDSFVPSDLITTIDKLAFYDLQEADLDKEFQLPTTTFIGGSENTLSLREIIRRLENTYCQHIGLEFMFINDVEQCQWIRQKFETPGVMQFSSEEKRTLLARLVRSMRFEDFLARKWSSEKRFGLEGCEVMIPALKTIIDKSSEMGIENVILGMPHRG.... Result: 0 (no interaction).